This data is from Reaction yield outcomes from USPTO patents with 853,638 reactions. The task is: Predict the reaction yield, written as a fraction of the theoretical maximum amount of product (1.0 means a 100% yield; for example, 0.34 means a 34% yield). The reactants are O1CCCC1.[F:6][C:7]1[CH:8]=[C:9]([CH2:22][C:23](Cl)=[N:24][OH:25])[CH:10]=[CH:11][C:12]=1[O:13][CH2:14][C:15]1[CH:20]=[CH:19][C:18]([F:21])=[CH:17][N:16]=1.[C:27]([C:29]1[C:30]([NH2:36])=[N:31][C:32]([NH2:35])=[CH:33][CH:34]=1)#[CH:28].C(N(CC)CC)C. The catalyst is O. The product is [F:6][C:7]1[CH:8]=[C:9]([CH:10]=[CH:11][C:12]=1[O:13][CH2:14][C:15]1[CH:20]=[CH:19][C:18]([F:21])=[CH:17][N:16]=1)[CH2:22][C:23]1[CH:28]=[C:27]([C:29]2[C:30]([NH2:36])=[N:31][C:32]([NH2:35])=[CH:33][CH:34]=2)[O:25][N:24]=1. The yield is 0.480.